This data is from Catalyst prediction with 721,799 reactions and 888 catalyst types from USPTO. The task is: Predict which catalyst facilitates the given reaction. (1) Reactant: [Br:1][C:2]1[C:3]([N:18]2[CH2:22][CH2:21][CH:20]([CH:23]3[CH2:25][CH2:24]3)[CH2:19]2)=[C:4]([C@H:10]([OH:17])[C:11]([O:13][CH:14]([CH3:16])[CH3:15])=[O:12])[C:5]([CH3:9])=[N:6][C:7]=1[CH3:8]. Product: [Br:1][C:2]1[C:3]([N:18]2[CH2:22][CH2:21][CH:20]([CH:23]3[CH2:25][CH2:24]3)[CH2:19]2)=[C:4]([C@H:10]([O:17][C:4]([CH3:10])([CH3:5])[CH3:3])[C:11]([O:13][CH:14]([CH3:16])[CH3:15])=[O:12])[C:5]([CH3:9])=[N:6][C:7]=1[CH3:8]. The catalyst class is: 2. (2) Reactant: [Cl:1][C:2]1[CH:3]=[C:4]([CH:8]=[C:9]([N:11]([S:13]([CH3:16])(=[O:15])=[O:14])[CH3:12])[N:10]=1)[C:5]([OH:7])=O.[F:17][C:18]1[CH:19]=[C:20]2[C:24](=[CH:25][CH:26]=1)[NH:23][CH2:22][CH2:21]2.CN(C(ON1N=NC2C=CC=CC1=2)=[N+](C)C)C.[B-](F)(F)(F)F. Product: [Cl:1][C:2]1[N:10]=[C:9]([N:11]([CH3:12])[S:13]([CH3:16])(=[O:15])=[O:14])[CH:8]=[C:4]([C:5]([N:23]2[C:24]3[C:20](=[CH:19][C:18]([F:17])=[CH:26][CH:25]=3)[CH2:21][CH2:22]2)=[O:7])[CH:3]=1. The catalyst class is: 3. (3) Reactant: [CH2:1]([O:3][C:4](=[O:26])[CH2:5][O:6][C:7]1[CH:12]=[CH:11][C:10]([NH:13][C:14]([O:16][C:17]([CH3:20])([CH3:19])[CH3:18])=[O:15])=[CH:9][C:8]=1[CH2:21][CH2:22][CH2:23][O:24][CH3:25])[CH3:2].[H-].[Na+].[CH3:29]I. Product: [CH2:1]([O:3][C:4](=[O:26])[CH2:5][O:6][C:7]1[CH:12]=[CH:11][C:10]([N:13]([C:14]([O:16][C:17]([CH3:20])([CH3:19])[CH3:18])=[O:15])[CH3:29])=[CH:9][C:8]=1[CH2:21][CH2:22][CH2:23][O:24][CH3:25])[CH3:2]. The catalyst class is: 3. (4) Reactant: [C:1]12([C:11]3[CH:12]=[C:13]([NH:19][C:20]4[CH:25]=[CH:24][C:23](/[CH:26]=[CH:27]/[C:28]([O:30]CC5C=CC=CC=5)=[O:29])=[CH:22][CH:21]=4)[CH:14]=[CH:15][C:16]=3[O:17]C)[CH2:10][CH:5]3[CH2:6][CH:7]([CH2:9][CH:3]([CH2:4]3)[CH2:2]1)[CH2:8]2.C(O)C.CCOC(C)=O.[H][H]. Product: [C:1]12([C:11]3[CH:12]=[C:13]([NH:19][C:20]4[CH:21]=[CH:22][C:23]([CH2:26][CH2:27][C:28]([OH:30])=[O:29])=[CH:24][CH:25]=4)[CH:14]=[CH:15][C:16]=3[OH:17])[CH2:2][CH:3]3[CH2:4][CH:5]([CH2:6][CH:7]([CH2:9]3)[CH2:8]1)[CH2:10]2. The catalyst class is: 43.